This data is from Peptide-MHC class I binding affinity with 185,985 pairs from IEDB/IMGT. The task is: Regression. Given a peptide amino acid sequence and an MHC pseudo amino acid sequence, predict their binding affinity value. This is MHC class I binding data. (1) The peptide sequence is KDLQRLRSL. The MHC is HLA-B44:02 with pseudo-sequence HLA-B44:02. The binding affinity (normalized) is 0.0126. (2) The MHC is HLA-A01:01 with pseudo-sequence HLA-A01:01. The binding affinity (normalized) is 0.213. The peptide sequence is IVMRYVLDH.